This data is from Ames mutagenicity test results for genotoxicity prediction. The task is: Regression/Classification. Given a drug SMILES string, predict its toxicity properties. Task type varies by dataset: regression for continuous values (e.g., LD50, hERG inhibition percentage) or binary classification for toxic/non-toxic outcomes (e.g., AMES mutagenicity, cardiotoxicity, hepatotoxicity). Dataset: ames. (1) The compound is C=C(C=O)CC. The result is 1 (mutagenic). (2) The drug is CC1CCC(C(C)CS)CC1S. The result is 0 (non-mutagenic). (3) The compound is CC(C)NC[C@@H](O)COc1cccc2c1OC[C@@H](O[N+](=O)[O-])C2. The result is 0 (non-mutagenic). (4) The result is 0 (non-mutagenic). The compound is CN(c1nccc(O)n1)C1CCN(c2nc3ccccc3n2Cc2ccc(F)cc2)CC1. (5) The molecule is OC1c2cc3ccc4ccccc4c3cc2C2OC2C1O. The result is 1 (mutagenic). (6) The compound is CC[C@@]12O[C@]1(C(=O)OC)C(=O)O[C@H]2C. The result is 1 (mutagenic). (7) The compound is CN=C1C=CC(=C(c2ccc(N(C)C)cc2)c2ccc(N(C)C)cc2)C=C1. The result is 0 (non-mutagenic). (8) The drug is COCCOC(=O)c1ccccc1C(=O)OCCOC. The result is 1 (mutagenic). (9) The compound is Cc1cc2nc3ccc(C)c(N)c3nc2cc1N. The result is 1 (mutagenic).